This data is from Full USPTO retrosynthesis dataset with 1.9M reactions from patents (1976-2016). The task is: Predict the reactants needed to synthesize the given product. The reactants are: I[C:2]1[C:10]2[C:5](=[N:6][CH:7]=[N:8][C:9]=2[NH2:11])[N:4](C2CCNCC2)[N:3]=1.CN1CCC(=O)CC1.C(O[BH-](OC(=O)C)OC(=O)C)(=O)C.[Na+].C(O)(=O)C.C(=O)(O)[O-].[Na+]. Given the product [NH:4]1[C:5]2=[N:6][CH:7]=[N:8][C:9]([NH2:11])=[C:10]2[CH:2]=[N:3]1, predict the reactants needed to synthesize it.